Dataset: Full USPTO retrosynthesis dataset with 1.9M reactions from patents (1976-2016). Task: Predict the reactants needed to synthesize the given product. Given the product [CH3:5][C:6]1[C:7]([N:24]2[CH2:25][CH2:26][N:27]([CH3:30])[CH2:28][CH2:29]2)=[C:8]([CH2:15][NH2:16])[CH:9]=[C:10]([N+:12]([O-:14])=[O:13])[CH:11]=1, predict the reactants needed to synthesize it. The reactants are: C(Cl)(=O)C.[CH3:5][C:6]1[C:7]([N:24]2[CH2:29][CH2:28][N:27]([CH3:30])[CH2:26][CH2:25]2)=[C:8]([CH2:15][NH:16]C(=O)OC(C)(C)C)[CH:9]=[C:10]([N+:12]([O-:14])=[O:13])[CH:11]=1.